This data is from Forward reaction prediction with 1.9M reactions from USPTO patents (1976-2016). The task is: Predict the product of the given reaction. (1) The product is: [Cl:37][C:38]1[CH:39]=[N:40][CH:41]=[C:42]([Cl:45])[C:43]=1[NH:44][C:22]([C:15]1[C:14]2[C:13]3[C:8](=[CH:9][CH:10]=[C:11]([Cl:34])[CH:12]=3)[N:7]([CH2:6][C:5]3[CH:35]=[CH:36][C:2]([F:1])=[CH:3][CH:4]=3)[C:19]=2[C:18]([O:20][CH3:21])=[CH:17][CH:16]=1)=[O:23]. Given the reactants [F:1][C:2]1[CH:36]=[CH:35][C:5]([CH2:6][N:7]2[C:19]3[C:18]([O:20][CH3:21])=[CH:17][CH:16]=[C:15]([C:22](OC4C=CC([N+]([O-])=O)=CC=4)=[O:23])[C:14]=3[C:13]3[C:8]2=[CH:9][CH:10]=[C:11]([Cl:34])[CH:12]=3)=[CH:4][CH:3]=1.[Cl:37][C:38]1[CH:39]=[N:40][CH:41]=[C:42]([Cl:45])[C:43]=1[NH2:44].[H-].[Na+].Cl, predict the reaction product. (2) Given the reactants [CH3:1][C:2]1[CH:7](/[CH:8]=C/C(/C)=C/C=C/C(/C)=C/C=C/C=C(/C=C/C=C(\C2OC3(C)C(C(C)(C)CCC3)=C2)/C)\C)[C:6]([CH3:41])([CH3:40])[CH2:5][CH2:4][CH:3]=1.CC1[C@H](/C=C/C(/C)=C/C=C/C(/C)=C/C=C/C=C(/C=C/C=C(/[C@@H]2O[C@]3(C)C[C@@H](O)CC(C)(C)C3=C2)\C)\C)C(C)(C)C[C@@H](O)C=1.[CH3:85][C:86]1[C:91](=[O:92])[C@@H:90](O)[CH2:89][C:88]([CH3:95])([CH3:94])[C:87]=1/[CH:96]=[CH:97]/[C:98](/[CH3:127])=[CH:99]/[CH:100]=[CH:101]/[C:102](/[CH3:126])=[CH:103]/[CH:104]=[CH:105]/[CH:106]=[C:107](/[CH:109]=[CH:110]/[CH:111]=[C:112](/[CH:114]=C/C=C(/C=C/CC(O)(C)C)\C)\[CH3:113])\[CH3:108].C/C(/C=C/C=C(\C=C\C12OC1(C)CC(O)CC2(C)C)/C)=C\C=C\C=C(\C=C\C=C(\C=C=C1C(O)(C)CC(O)CC1(C)C)/C)/C, predict the reaction product. The product is: [CH3:1][C:2]1[CH2:3][CH2:4][CH2:5][C:6]([CH3:41])([CH3:40])[C:7]=1/[CH:8]=[CH:113]/[C:112](/[CH3:114])=[CH:111]/[CH:110]=[CH:109]/[C:107](/[CH3:108])=[CH:106]/[CH:105]=[CH:104]/[CH:103]=[C:102](/[CH:101]=[CH:100]/[CH:99]=[C:98](/[CH:97]=[CH:96]/[C:87]1[C:88]([CH3:95])([CH3:94])[CH2:89][CH2:90][C:91](=[O:92])[C:86]=1[CH3:85])\[CH3:127])\[CH3:126]. (3) Given the reactants [C:1]([C:4]1[C:12]2[C:7](=[CH:8][CH:9]=[CH:10][CH:11]=2)[N:6]([C:13]2[CH:14]=[N:15][C:16]3[C:21]([CH:22]=2)=[CH:20][CH:19]=[CH:18][CH:17]=3)[CH:5]=1)(O)=[O:2].S(Cl)([Cl:25])=O, predict the reaction product. The product is: [ClH:25].[Cl:25][C:1]([C:4]1[C:12]2[C:7](=[CH:8][CH:9]=[CH:10][CH:11]=2)[N:6]([C:13]2[CH:14]=[N:15][C:16]3[C:21]([CH:22]=2)=[CH:20][CH:19]=[CH:18][CH:17]=3)[CH:5]=1)=[O:2]. (4) Given the reactants [CH3:1][O:2][C:3](=[O:33])[C:4]1[CH:9]=[CH:8][C:7]([CH2:10][N:11]2[CH:15]=[C:14]([C:16]3[CH:21]=[CH:20][C:19]([Cl:22])=[CH:18][C:17]=3[Cl:23])[N:13]=[C:12]2[CH2:24][O:25][C:26]2[CH:31]=[CH:30][C:29](Br)=[CH:28][CH:27]=2)=[CH:6][CH:5]=1.[F:34][C:35]([F:46])([F:45])[C:36]1[CH:41]=[CH:40][C:39](B(O)O)=[CH:38][CH:37]=1, predict the reaction product. The product is: [CH3:1][O:2][C:3](=[O:33])[C:4]1[CH:9]=[CH:8][C:7]([CH2:10][N:11]2[CH:15]=[C:14]([C:16]3[CH:21]=[CH:20][C:19]([Cl:22])=[CH:18][C:17]=3[Cl:23])[N:13]=[C:12]2[CH2:24][O:25][C:26]2[CH:31]=[CH:30][C:29]([C:39]3[CH:40]=[CH:41][C:36]([C:35]([F:46])([F:45])[F:34])=[CH:37][CH:38]=3)=[CH:28][CH:27]=2)=[CH:6][CH:5]=1. (5) Given the reactants FC(F)(F)C(O)=O.C([O:12][C:13](=[O:52])[CH2:14][CH2:15][C:16]1[CH:21]=[CH:20][C:19]([O:22][CH2:23][CH2:24][CH2:25][O:26][C:27]2[CH:32]=[CH:31][C:30]([C:33](=[O:40])[C:34]3[CH:39]=[CH:38][CH:37]=[CH:36][CH:35]=3)=[CH:29][CH:28]=2)=[CH:18][C:17]=1[CH2:41][O:42][C:43](=[O:51])[NH:44][CH:45]1[CH2:50][CH2:49][CH2:48][CH2:47][CH2:46]1)(C)(C)C, predict the reaction product. The product is: [C:33]([C:30]1[CH:29]=[CH:28][C:27]([O:26][CH2:25][CH2:24][CH2:23][O:22][C:19]2[CH:20]=[CH:21][C:16]([CH2:15][CH2:14][C:13]([OH:52])=[O:12])=[C:17]([CH2:41][O:42][C:43](=[O:51])[NH:44][CH:45]3[CH2:50][CH2:49][CH2:48][CH2:47][CH2:46]3)[CH:18]=2)=[CH:32][CH:31]=1)(=[O:40])[C:34]1[CH:35]=[CH:36][CH:37]=[CH:38][CH:39]=1. (6) Given the reactants [C:1]1([CH3:15])[CH:6]=[C:5]([CH3:7])[CH:4]=[C:3]([CH3:8])[C:2]=1[C:9]1[N:10]=[C:11](N)[S:12][CH:13]=1.Cl.[C:17](Cl)(=[O:24])[C:18]1[CH:23]=[CH:22][N:21]=[CH:20][CH:19]=1, predict the reaction product. The product is: [C:1]1([CH3:15])[CH:6]=[C:5]([CH3:7])[CH:4]=[C:3]([CH3:8])[C:2]=1[C:9]1[N:10]=[C:11]([C:17]([C:18]2[CH:23]=[CH:22][N:21]=[CH:20][CH:19]=2)=[O:24])[S:12][CH:13]=1. (7) Given the reactants O.[NH2:2][NH2:3].Br[CH2:5][CH2:6][O:7][CH2:8][CH2:9][O:10][CH3:11], predict the reaction product. The product is: [CH3:11][O:10][CH2:9][CH2:8][O:7][CH2:6][CH2:5][NH:2][NH2:3].